From a dataset of Reaction yield outcomes from USPTO patents with 853,638 reactions. Predict the reaction yield, written as a fraction of the theoretical maximum amount of product (1.0 means a 100% yield; for example, 0.34 means a 34% yield). (1) The reactants are [CH2:1]([O:21][CH:22]([CH2:30][CH3:31])[C:23]([O:25]C(C)(C)C)=[O:24])[CH2:2][CH2:3][CH2:4]/[CH:5]=[CH:6]\[CH2:7]/[CH:8]=[CH:9]\[CH2:10]/[CH:11]=[CH:12]\[CH2:13]/[CH:14]=[CH:15]\[CH2:16]/[CH:17]=[CH:18]\[CH2:19][CH3:20].FC(F)(F)C(O)=O.O. The catalyst is ClCCl. The product is [CH2:1]([O:21][CH:22]([CH2:30][CH3:31])[C:23]([OH:25])=[O:24])[CH2:2][CH2:3][CH2:4]/[CH:5]=[CH:6]\[CH2:7]/[CH:8]=[CH:9]\[CH2:10]/[CH:11]=[CH:12]\[CH2:13]/[CH:14]=[CH:15]\[CH2:16]/[CH:17]=[CH:18]\[CH2:19][CH3:20]. The yield is 0.710. (2) The reactants are [CH:1]([NH:4][CH2:5][CH2:6][OH:7])([CH3:3])[CH3:2].[H-].[Na+].F[C:11]1[CH:16]=[CH:15][C:14]([N+:17]([O-:19])=[O:18])=[CH:13][CH:12]=1.Cl. The catalyst is CN(C)C=O. The product is [CH:1]([NH:4][CH2:5][CH2:6][O:7][C:11]1[CH:16]=[CH:15][C:14]([N+:17]([O-:19])=[O:18])=[CH:13][CH:12]=1)([CH3:3])[CH3:2]. The yield is 0.570. (3) The reactants are [Cl:1][C:2]1[CH:3]=[C:4]([CH:28]=[CH:29][CH:30]=1)[O:5][C:6]1[CH:7]=[CH:8][C:9]2[N:13]=[C:12]([CH2:14][O:15][C:16]3[CH:17]=[C:18]([CH:23]=[CH:24][CH:25]=3)[C:19]([O:21]C)=[O:20])[N:11]([CH3:26])[C:10]=2[CH:27]=1.[OH-].[Na+].Cl. The catalyst is O1CCOCC1. The product is [ClH:1].[Cl:1][C:2]1[CH:3]=[C:4]([CH:28]=[CH:29][CH:30]=1)[O:5][C:6]1[CH:7]=[CH:8][C:9]2[N:13]=[C:12]([CH2:14][O:15][C:16]3[CH:17]=[C:18]([CH:23]=[CH:24][CH:25]=3)[C:19]([OH:21])=[O:20])[N:11]([CH3:26])[C:10]=2[CH:27]=1. The yield is 0.840.